This data is from Forward reaction prediction with 1.9M reactions from USPTO patents (1976-2016). The task is: Predict the product of the given reaction. (1) The product is: [C:1]([N:13]1[C@H:12]([CH:9]([CH3:11])[CH3:10])[CH2:16][O:15][C:14]1=[O:17])(=[O:8])[CH2:2][CH2:3][CH2:4][CH:5]=[CH2:6]. Given the reactants [C:1]([OH:8])(=O)[CH2:2][CH2:3][CH2:4][CH:5]=[CH2:6].[CH:9]([C@@H:12]1[CH2:16][O:15][C:14](=[O:17])[NH:13]1)([CH3:11])[CH3:10].C1CCC(N=C=NC2CCCCC2)CC1, predict the reaction product. (2) The product is: [Cl:12][C:10]1[C:9]([O:13][CH2:14][C:15]2[CH:20]=[CH:19][C:18]([O:21][CH3:22])=[CH:17][CH:16]=2)=[CH:8][C:7]([OH:23])=[C:6]([CH:11]=1)[C:5]([NH:2][CH3:1])=[O:4]. Given the reactants [CH3:1][NH2:2].C[O:4][C:5](=O)[C:6]1[CH:11]=[C:10]([Cl:12])[C:9]([O:13][CH2:14][C:15]2[CH:20]=[CH:19][C:18]([O:21][CH3:22])=[CH:17][CH:16]=2)=[CH:8][C:7]=1[OH:23], predict the reaction product. (3) Given the reactants [CH3:1][O-:2].[Na+].Cl[C:5]1[CH:10]=[C:9]([N:11]2[CH2:15][CH2:14][N:13]([C:16]3[CH:17]=[N:18][CH:19]=[CH:20][C:21]=3[CH3:22])[C:12]2=[O:23])[CH:8]=[CH:7][N:6]=1.CO, predict the reaction product. The product is: [CH3:1][O:2][C:5]1[CH:10]=[C:9]([N:11]2[CH2:15][CH2:14][N:13]([C:16]3[CH:17]=[N:18][CH:19]=[CH:20][C:21]=3[CH3:22])[C:12]2=[O:23])[CH:8]=[CH:7][N:6]=1. (4) Given the reactants Cl[C:2]1[CH:10]=[CH:9][C:5]([C:6]([OH:8])=[O:7])=[CH:4][C:3]=1[N+:11]([O-:13])=[O:12].[OH-:14].[Na+].Cl, predict the reaction product. The product is: [OH:14][C:2]1[CH:10]=[CH:9][C:5]([C:6]([OH:8])=[O:7])=[CH:4][C:3]=1[N+:11]([O-:13])=[O:12]. (5) The product is: [Cl:7][C:6]1[S:5][C:4]([S:8]([N:11]([CH2:18][CH3:19])[C:12]2[CH:17]=[CH:16][CH:15]=[CH:14][CH:13]=2)(=[O:9])=[O:10])=[CH:3][C:2]=1[N:1]1[C:25](=[O:26])[C:24]2[C:23](=[CH:32][CH:31]=[CH:30][CH:29]=2)[NH:20][C:21]1=[O:22]. Given the reactants [NH2:1][C:2]1[CH:3]=[C:4]([S:8]([N:11]([CH2:18][CH3:19])[C:12]2[CH:17]=[CH:16][CH:15]=[CH:14][CH:13]=2)(=[O:10])=[O:9])[S:5][C:6]=1[Cl:7].[N:20]([C:23]1[CH:32]=[CH:31][CH:30]=[CH:29][C:24]=1[C:25](OC)=[O:26])=[C:21]=[O:22], predict the reaction product. (6) Given the reactants Br[C:2]1[C:3](=[O:8])[NH:4][CH:5]=[N:6][CH:7]=1.[CH2:9]([O:16][C:17]1[CH:22]=[CH:21][C:20](B(O)O)=[CH:19][C:18]=1[F:26])[C:10]1[CH:15]=[CH:14][CH:13]=[CH:12][CH:11]=1, predict the reaction product. The product is: [CH2:9]([O:16][C:17]1[CH:22]=[CH:21][C:20]([C:2]2[C:3](=[O:8])[NH:4][CH:5]=[N:6][CH:7]=2)=[CH:19][C:18]=1[F:26])[C:10]1[CH:11]=[CH:12][CH:13]=[CH:14][CH:15]=1. (7) Given the reactants [C:1]1([Mg]Br)[CH:6]=[CH:5][CH:4]=[CH:3][CH:2]=1.CCOCC.[F:14][C:15]1[C:20]([S:21]([C:23]2[C:28]([F:29])=[C:27]([F:30])[C:26]([F:31])=[C:25]([F:32])[C:24]=2[F:33])=O)=[C:19]([F:34])[C:18]([F:35])=[C:17]([F:36])[C:16]=1[F:37].[OH:38][S:39]([C:42]([F:45])([F:44])[F:43])(=[O:41])=[O:40], predict the reaction product. The product is: [O-:41][S:39]([C:42]([F:45])([F:44])[F:43])(=[O:40])=[O:38].[F:14][C:15]1[C:20]([S+:21]([C:23]2[C:28]([F:29])=[C:27]([F:30])[C:26]([F:31])=[C:25]([F:32])[C:24]=2[F:33])[C:1]2[CH:6]=[CH:5][CH:4]=[CH:3][CH:2]=2)=[C:19]([F:34])[C:18]([F:35])=[C:17]([F:36])[C:16]=1[F:37]. (8) Given the reactants [CH3:1][C:2]1[CH:15]=[C:14]([N+:16]([O-:18])=[O:17])[CH:13]=[CH:12][C:3]=1[O:4][C:5]1[CH:10]=[CH:9][N:8]=[C:7]([NH2:11])[CH:6]=1.C(N(CC)CC)C.Cl[C:27](OC1C=CC=CC=1)=[O:28].[CH2:36]([N:38]([CH2:43][CH3:44])[CH2:39][CH2:40][CH2:41][NH2:42])[CH3:37], predict the reaction product. The product is: [CH2:36]([N:38]([CH2:43][CH3:44])[CH2:39][CH2:40][CH2:41][NH:42][C:27]([NH:11][C:7]1[CH:6]=[C:5]([O:4][C:3]2[CH:12]=[CH:13][C:14]([N+:16]([O-:18])=[O:17])=[CH:15][C:2]=2[CH3:1])[CH:10]=[CH:9][N:8]=1)=[O:28])[CH3:37]. (9) Given the reactants [N:1]1([CH2:7][CH2:8][NH:9][S:10]([C:13]2[CH:18]=[CH:17][C:16]([N+:19]([O-])=O)=[CH:15][CH:14]=2)(=[O:12])=[O:11])[CH2:6][CH2:5][O:4][CH2:3][CH2:2]1.C(O)C.[Cl-].[NH4+], predict the reaction product. The product is: [NH2:19][C:16]1[CH:15]=[CH:14][C:13]([S:10]([NH:9][CH2:8][CH2:7][N:1]2[CH2:2][CH2:3][O:4][CH2:5][CH2:6]2)(=[O:12])=[O:11])=[CH:18][CH:17]=1.